From a dataset of Catalyst prediction with 721,799 reactions and 888 catalyst types from USPTO. Predict which catalyst facilitates the given reaction. (1) Reactant: [CH3:1][S:2]([CH2:5][O:6][C:7]1[CH:15]=[CH:14][C:10]([C:11]([OH:13])=O)=[CH:9][CH:8]=1)(=[O:4])=[O:3].S(Cl)(Cl)=O.[NH2:20][CH:21]1[CH:28]2[CH2:29][C:24]3([OH:31])[CH2:25][CH:26]([CH2:30][CH:22]1[CH2:23]3)[CH2:27]2. Product: [OH:31][C:24]12[CH2:29][CH:28]3[CH2:27][CH:26]([CH2:30][CH:22]([CH:21]3[NH:20][C:11](=[O:13])[C:10]3[CH:9]=[CH:8][C:7]([O:6][CH2:5][S:2]([CH3:1])(=[O:3])=[O:4])=[CH:15][CH:14]=3)[CH2:23]1)[CH2:25]2. The catalyst class is: 4. (2) Reactant: [CH:1]([C@H:14]1[N:19]2[CH2:20][CH2:21][N:22]([C:24](=[O:34])[CH2:25][O:26]CC3C=CC=CC=3)[CH2:23][C@H:18]2[CH2:17][NH:16][CH2:15]1)([C:8]1[CH:13]=[CH:12][CH:11]=[CH:10][CH:9]=1)[C:2]1[CH:7]=[CH:6][CH:5]=[CH:4][CH:3]=1.[ClH:35].[H][H]. Product: [ClH:35].[ClH:35].[CH:1]([C@H:14]1[N:19]2[CH2:20][CH2:21][N:22]([C:24](=[O:34])[CH2:25][OH:26])[CH2:23][C@H:18]2[CH2:17][NH:16][CH2:15]1)([C:2]1[CH:7]=[CH:6][CH:5]=[CH:4][CH:3]=1)[C:8]1[CH:9]=[CH:10][CH:11]=[CH:12][CH:13]=1. The catalyst class is: 105. (3) Reactant: [Cl:1][C:2]1[CH:3]=[C:4]([C:9]2[C:21]([O:22][CH3:23])=[CH:20][C:12]([C:13]([NH:15][S:16]([CH3:19])(=[O:18])=[O:17])=[O:14])=[C:11]([F:24])[CH:10]=2)[CH:5]=[N:6][C:7]=1F.C([O-])([O-])=O.[Cs+].[Cs+].[CH3:31][C:32]1([CH2:35][OH:36])[CH2:34][CH2:33]1. Product: [Cl:1][C:2]1[CH:3]=[C:4]([C:9]2[C:21]([O:22][CH3:23])=[CH:20][C:12]([C:13]([NH:15][S:16]([CH3:19])(=[O:18])=[O:17])=[O:14])=[C:11]([F:24])[CH:10]=2)[CH:5]=[N:6][C:7]=1[O:36][CH2:35][C:32]1([CH3:31])[CH2:34][CH2:33]1. The catalyst class is: 16. (4) Reactant: [NH2:1][C:2]1[C:7]([OH:8])=[C:6]([Cl:9])[N:5]=[CH:4][N:3]=1.[C:10]([N:17]([CH2:19][CH2:20]O)[CH3:18])([O:12][C:13]([CH3:16])([CH3:15])[CH3:14])=[O:11].CC(OC(/N=N/C(OC(C)C)=O)=O)C. Product: [NH2:1][C:2]1[C:7]([O:8][CH2:20][CH2:19][N:17]([CH3:18])[C:10](=[O:11])[O:12][C:13]([CH3:15])([CH3:14])[CH3:16])=[C:6]([Cl:9])[N:5]=[CH:4][N:3]=1. The catalyst class is: 1. (5) Reactant: [N:1]1[O:5][N:4]=[C:3]2[CH:6]=[C:7]([C:10]3[CH:15]=[CH:14][C:13]([NH:16][CH2:17][CH2:18][F:19])=[CH:12][C:11]=3[O:20]C)[CH:8]=[CH:9][C:2]=12.Br. Product: [N:1]1[O:5][N:4]=[C:3]2[CH:6]=[C:7]([C:10]3[CH:15]=[CH:14][C:13]([NH:16][CH2:17][CH2:18][F:19])=[CH:12][C:11]=3[OH:20])[CH:8]=[CH:9][C:2]=12. The catalyst class is: 15.